This data is from Reaction yield outcomes from USPTO patents with 853,638 reactions. The task is: Predict the reaction yield, written as a fraction of the theoretical maximum amount of product (1.0 means a 100% yield; for example, 0.34 means a 34% yield). (1) The reactants are [NH:1]1[CH2:6][CH2:5][O:4][CH2:3][CH2:2]1.[Cl:7][C:8]1[CH:9]=[C:10]([C:15]2[O:19][C:18]([CH2:20][CH2:21][NH:22][C:23]([C:25]3[NH:29][N:28]=[C:27]([C:30](O)=[O:31])[CH:26]=3)=[O:24])=[CH:17][CH:16]=2)[CH:11]=[CH:12][C:13]=1[Cl:14]. No catalyst specified. The product is [Cl:7][C:8]1[CH:9]=[C:10]([C:15]2[O:19][C:18]([CH2:20][CH2:21][NH:22][C:23]([C:25]3[NH:29][N:28]=[C:27]([C:30]([N:1]4[CH2:6][CH2:5][O:4][CH2:3][CH2:2]4)=[O:31])[CH:26]=3)=[O:24])=[CH:17][CH:16]=2)[CH:11]=[CH:12][C:13]=1[Cl:14]. The yield is 0.170. (2) The reactants are [CH2:1]([O:4][C:5]1([CH3:39])[CH2:10][CH2:9][N:8]([C:11]2[N:16]3[CH:17]=[C:18]([C:20]4[CH:25]=[CH:24][CH:23]=[C:22](Br)[CH:21]=4)[N:19]=[C:15]3[C:14]([CH3:27])=[C:13]([CH3:28])[C:12]=2[C@H:29]([O:34][C:35]([CH3:38])([CH3:37])[CH3:36])[C:30]([O:32][CH3:33])=[O:31])[CH2:7][CH2:6]1)[CH:2]=[CH2:3].[F:40][C:41]1[C:46]([F:47])=[CH:45][CH:44]=[C:43]([O:48][C@H:49]([CH2:51][CH:52]=[CH2:53])[CH3:50])[C:42]=1B1OC(=O)CN(C)CC(=O)O1.C(OC1(C)CCN(C2N3C=C(C4C=C(C5C=C(F)C(F)=CC=5O[C@H](CC=C)C)C=CC=4)N=C3C(C)=C(C)C=2[C@H](OC(C)(C)C)C(OC)=O)CC1)C=C. No catalyst specified. The product is [CH2:1]([O:4][C:5]1([CH3:39])[CH2:10][CH2:9][N:8]([C:11]2[N:16]3[CH:17]=[C:18]([C:20]4[CH:21]=[C:22]([C:42]5[C:43]([O:48][C@H:49]([CH2:51][CH:52]=[CH2:53])[CH3:50])=[CH:44][CH:45]=[C:46]([F:47])[C:41]=5[F:40])[CH:23]=[CH:24][CH:25]=4)[N:19]=[C:15]3[C:14]([CH3:27])=[C:13]([CH3:28])[C:12]=2[C@H:29]([O:34][C:35]([CH3:38])([CH3:37])[CH3:36])[C:30]([O:32][CH3:33])=[O:31])[CH2:7][CH2:6]1)[CH:2]=[CH2:3]. The yield is 0.450. (3) The reactants are C(N(C(C)C)C(C)C)C.[OH:10][C:11]1[C:16]([C:17]([N:19]2[CH2:24][CH2:23][CH:22]([N:25]3[CH2:29][CH2:28][CH2:27][CH2:26]3)[CH2:21][CH2:20]2)=[O:18])=[C:15]([CH3:30])[CH:14]=[C:13]([C:31]2[CH:36]=[CH:35][CH:34]=[C:33]([C:37]([F:40])([F:39])[F:38])[CH:32]=2)[N:12]=1.[F:41][C:42]([F:55])([F:54])[S:43](O[S:43]([C:42]([F:55])([F:54])[F:41])(=[O:45])=[O:44])(=[O:45])=[O:44]. The catalyst is C(Cl)Cl. The product is [CH3:30][C:15]1[CH:14]=[C:13]([C:31]2[CH:36]=[CH:35][CH:34]=[C:33]([C:37]([F:40])([F:39])[F:38])[CH:32]=2)[N:12]=[C:11]([O:10][S:43]([C:42]([F:55])([F:54])[F:41])(=[O:45])=[O:44])[C:16]=1[C:17]([N:19]1[CH2:24][CH2:23][CH:22]([N:25]2[CH2:29][CH2:28][CH2:27][CH2:26]2)[CH2:21][CH2:20]1)=[O:18]. The yield is 0.370. (4) The yield is 0.540. The reactants are FC(F)(F)C(O)=O.[Cl:8][C:9]1[C:10]([F:37])=[C:11]([CH:15]2[C:19]([C:22]3[CH:27]=[CH:26][C:25]([Cl:28])=[CH:24][CH:23]=3)([C:20]#[N:21])[CH:18]([CH2:29][C:30]([CH3:33])([CH3:32])[CH3:31])[NH:17][CH:16]2[C:34]([OH:36])=O)[CH:12]=[CH:13][CH:14]=1.CC1(C)[O:43][C@H:42]([CH2:44][CH2:45][NH2:46])[CH2:41][O:40]1.CN(C(ON1N=NC2C=CC=NC1=2)=[N+](C)C)C.F[P-](F)(F)(F)(F)F.CCN(C(C)C)C(C)C.Cl. The product is [OH:43][C@@H:42]([CH2:41][OH:40])[CH2:44][CH2:45][NH:46][C:34]([CH:16]1[CH:15]([C:11]2[CH:12]=[CH:13][CH:14]=[C:9]([Cl:8])[C:10]=2[F:37])[C:19]([C:22]2[CH:23]=[CH:24][C:25]([Cl:28])=[CH:26][CH:27]=2)([C:20]#[N:21])[CH:18]([CH2:29][C:30]([CH3:33])([CH3:31])[CH3:32])[NH:17]1)=[O:36]. The catalyst is C(Cl)Cl.O1CCCC1. (5) The yield is 0.820. The catalyst is O.CC(C)=O. The reactants are [NH2:1][C@H:2]([C:10]([OH:12])=[O:11])[CH2:3][CH2:4][CH2:5][NH:6][C:7](=[NH:9])[NH2:8].[CH3:13][C@@:14]1([CH2:27][N:28]2[N:32]=[N:31][CH:30]=[CH:29]2)[S:18](=[O:20])(=[O:19])[C@@H:17]2[CH2:21][C:22](=[O:23])[N:16]2[C@H:15]1[C:24]([OH:26])=[O:25].CC(C)=O. The product is [CH3:13][C@@:14]1([CH2:27][N:28]2[N:32]=[N:31][CH:30]=[CH:29]2)[S:18](=[O:19])(=[O:20])[C@@H:17]2[CH2:21][C:22](=[O:23])[N:16]2[C@H:15]1[C:24]([OH:26])=[O:25].[NH2:1][C@H:2]([C:10]([OH:12])=[O:11])[CH2:3][CH2:4][CH2:5][NH:6][C:7](=[NH:8])[NH2:9].